From a dataset of Reaction yield outcomes from USPTO patents with 853,638 reactions. Predict the reaction yield, written as a fraction of the theoretical maximum amount of product (1.0 means a 100% yield; for example, 0.34 means a 34% yield). (1) The reactants are [NH2:1][CH2:2][C@H:3]1[CH2:8][CH2:7][C@H:6]([CH2:9][NH:10][C:11](=[O:17])[O:12][C:13]([CH3:16])([CH3:15])[CH3:14])[CH2:5][CH2:4]1.Cl[C:19]([O:21][CH2:22][CH3:23])=[O:20]. The catalyst is C(Cl)Cl. The product is [C@H:3]1([CH2:2][NH:1][C:19](=[O:20])[O:21][CH2:22][CH3:23])[CH2:4][CH2:5][C@H:6]([CH2:9][NH:10][C:11](=[O:17])[O:12][C:13]([CH3:14])([CH3:16])[CH3:15])[CH2:7][CH2:8]1. The yield is 0.620. (2) The reactants are Br[C:2]1[CH:3]=[C:4]([CH:7]=[C:8]([O:11][CH2:12][CH3:13])[C:9]=1[OH:10])[CH:5]=[O:6].[CH3:14][S:15]SC. The catalyst is N1C=CC=CC=1. The product is [CH2:12]([O:11][C:8]1[CH:7]=[C:4]([CH:3]=[C:2]([S:15][CH3:14])[C:9]=1[OH:10])[CH:5]=[O:6])[CH3:13]. The yield is 0.690. (3) The reactants are C[O:2][C:3]([C:5]1[CH:14]=[C:13]([O:15][CH2:16][C:17](=[O:27])[NH:18][C:19]2[CH:24]=[CH:23][CH:22]=[CH:21][C:20]=2[CH2:25][OH:26])[C:12]2[C:7](=[CH:8][C:9]([Cl:28])=[CH:10][CH:11]=2)[CH:6]=1)=[O:4].[Li+].[OH-]. No catalyst specified. The product is [Cl:28][C:9]1[CH:8]=[C:7]2[C:12]([C:13]([O:15][CH2:16][C:17](=[O:27])[NH:18][C:19]3[CH:24]=[CH:23][CH:22]=[CH:21][C:20]=3[CH2:25][OH:26])=[CH:14][C:5]([C:3]([OH:4])=[O:2])=[CH:6]2)=[CH:11][CH:10]=1. The yield is 0.690. (4) The reactants are O=P(Cl)(Cl)[Cl:3].[CH2:6]([O:8][C:9]([C:11]1[C:12](=O)[NH:13][C:14]2[C:19]([C:20]=1[C:21]1[CH:26]=[CH:25][CH:24]=[CH:23][CH:22]=1)=[CH:18][C:17]([Cl:27])=[CH:16][CH:15]=2)=[O:10])[CH3:7].N. The catalyst is O. The product is [CH2:6]([O:8][C:9]([C:11]1[C:12]([Cl:3])=[N:13][C:14]2[C:19]([C:20]=1[C:21]1[CH:26]=[CH:25][CH:24]=[CH:23][CH:22]=1)=[CH:18][C:17]([Cl:27])=[CH:16][CH:15]=2)=[O:10])[CH3:7]. The yield is 0.630. (5) The reactants are [NH2:1][C:2]1[N:3]=[CH:4][C:5]([C:8]2[C:9]([F:32])=[C:10]([C:25]([CH:28]3[CH2:31][CH2:30][CH2:29]3)=[CH:26][CH:27]=2)[O:11][CH2:12][CH2:13][N:14]2C(=O)C3C(=CC=CC=3)C2=O)=[N:6][CH:7]=1.CCO.O.NN. The catalyst is CCOC(C)=O. The product is [NH2:14][CH2:13][CH2:12][O:11][C:10]1[C:9]([F:32])=[C:8]([C:5]2[N:6]=[CH:7][C:2]([NH2:1])=[N:3][CH:4]=2)[CH:27]=[CH:26][C:25]=1[CH:28]1[CH2:31][CH2:30][CH2:29]1. The yield is 0.950. (6) The reactants are [Cl:1][C:2]1[CH:7]=[CH:6][CH:5]=[CH:4][C:3]=1/[CH:8]=[CH:9]/[CH3:10].CC[C@H]1[C@H]2C[C@H]([C@H](OC3C4C(=CC=CC=4)C(O[C@H](C4C=CN=C5C=4C=C(OC)C=C5)[C@@H]4N5C[C@H](CC)[C@@H](CC5)C4)=NN=3)C3C=CN=C4C=3C=C([O:32]C)C=C4)N(CC2)C1.CS(N)(=O)=O.CC(O)(C)C.[OH2:79]. No catalyst specified. The product is [Cl:1][C:2]1[CH:7]=[CH:6][CH:5]=[CH:4][C:3]=1[C@@H:8]([OH:32])[C@H:9]([OH:79])[CH3:10]. The yield is 0.900. (7) The reactants are Br[C:2]1[CH:9]=[N:8][CH:7]=[C:6]([N:10]2[CH2:22][CH2:21][C:20]3[N:19]4[C:14]([CH2:15][CH2:16][CH2:17][CH2:18]4)=[CH:13][C:12]=3[C:11]2=[O:23])[C:3]=1[CH:4]=[O:5].[CH3:24][N:25]1[CH:30]=[C:29](B2OC(C)(C)C(C)(C)O2)[CH:28]=[C:27]([NH:40][C:41]2[CH:46]=[CH:45][C:44]([N:47]3[CH2:52][CH2:51][N:50]([CH:53]4[CH2:56][O:55][CH2:54]4)[CH2:49][CH2:48]3)=[CH:43][N:42]=2)[C:26]1=[O:57].[O-]P([O-])([O-])=O.[K+].[K+].[K+].CC([O-])=O.[Na+]. The catalyst is CC#N.O.C1C=CC(P(C2C=CC=CC=2)[C-]2C=CC=C2)=CC=1.C1C=CC(P(C2C=CC=CC=2)[C-]2C=CC=C2)=CC=1.Cl[Pd]Cl.[Fe+2]. The product is [CH3:24][N:25]1[C:26](=[O:57])[C:27]([NH:40][C:41]2[CH:46]=[CH:45][C:44]([N:47]3[CH2:52][CH2:51][N:50]([CH:53]4[CH2:54][O:55][CH2:56]4)[CH2:49][CH2:48]3)=[CH:43][N:42]=2)=[CH:28][C:29]([C:2]2[CH:9]=[N:8][CH:7]=[C:6]([N:10]3[CH2:22][CH2:21][C:20]4[N:19]5[C:14]([CH2:15][CH2:16][CH2:17][CH2:18]5)=[CH:13][C:12]=4[C:11]3=[O:23])[C:3]=2[CH:4]=[O:5])=[CH:30]1. The yield is 0.400.